Dataset: Reaction yield outcomes from USPTO patents with 853,638 reactions. Task: Predict the reaction yield, written as a fraction of the theoretical maximum amount of product (1.0 means a 100% yield; for example, 0.34 means a 34% yield). The reactants are [C:1]([C:5]1[O:9][N:8]=[C:7]([NH:10][C:11]([NH:13][C:14]2[CH:19]=[CH:18][CH:17]=[C:16]([O:20][C:21]3[C:30]4[C:25](=[CH:26][C:27]([O:35][CH3:36])=[C:28]([O:31][CH2:32][CH2:33]Cl)[CH:29]=4)[N:24]=[CH:23][N:22]=3)[CH:15]=2)=[O:12])[CH:6]=1)([CH3:4])([CH3:3])[CH3:2].[OH:37][CH2:38][CH2:39][N:40]1[CH2:45][CH2:44][NH:43][CH2:42][CH2:41]1. No catalyst specified. The product is [C:1]([C:5]1[O:9][N:8]=[C:7]([NH:10][C:11]([NH:13][C:14]2[CH:19]=[CH:18][CH:17]=[C:16]([O:20][C:21]3[C:30]4[C:25](=[CH:26][C:27]([O:35][CH3:36])=[C:28]([O:31][CH2:32][CH2:33][N:43]5[CH2:44][CH2:45][N:40]([CH2:39][CH2:38][OH:37])[CH2:41][CH2:42]5)[CH:29]=4)[N:24]=[CH:23][N:22]=3)[CH:15]=2)=[O:12])[CH:6]=1)([CH3:4])([CH3:3])[CH3:2]. The yield is 0.120.